Dataset: Forward reaction prediction with 1.9M reactions from USPTO patents (1976-2016). Task: Predict the product of the given reaction. (1) Given the reactants [NH2:1][C:2]1[CH:10]=[CH:9][C:8]([I:11])=[CH:7][C:3]=1[C:4]([OH:6])=[O:5].Cl[C:13](Cl)([O:15]C(=O)OC(Cl)(Cl)Cl)Cl, predict the reaction product. The product is: [I:11][C:8]1[CH:7]=[C:3]2[C:4]([O:6][C:13](=[O:15])[NH:1][C:2]2=[CH:10][CH:9]=1)=[O:5]. (2) Given the reactants [CH2:1]([C@@H:3]1O[CH2:4]1)Cl.C[C:7]1(C)[C:15]2[C:10](=[CH:11][C:12]([OH:16])=[CH:13][CH:14]=2)[CH2:9][CH2:8]1.[C:18](=[O:21])([O-])[O-].[K+].[K+].[CH3:24]C(C)=O, predict the reaction product. The product is: [CH3:1][C:3]([O:16][C:12]1[CH:11]=[C:10]2[C:15](=[CH:14][CH:13]=1)[CH2:7][CH2:8][CH2:9]2)([C@@H:4]1[CH2:18][O:21]1)[CH3:24]. (3) Given the reactants [CH:1]1([C:4]2[CH:9]=[CH:8][N:7]=[CH:6][C:5]=2[N:10]2[CH2:14][CH2:13][NH:12][C:11]2=[O:15])[CH2:3][CH2:2]1.Br[C:17]1[CH:26]=[CH:25][C:20]2[S:21][C:22]([Cl:24])=[CH:23][C:19]=2[CH:18]=1.CN[C@@H]1CCCC[C@H]1NC.P([O-])([O-])([O-])=O.[K+].[K+].[K+], predict the reaction product. The product is: [Cl:24][C:22]1[S:21][C:20]2[CH:25]=[CH:26][C:17]([N:12]3[CH2:13][CH2:14][N:10]([C:5]4[CH:6]=[N:7][CH:8]=[CH:9][C:4]=4[CH:1]4[CH2:3][CH2:2]4)[C:11]3=[O:15])=[CH:18][C:19]=2[CH:23]=1. (4) Given the reactants C([O:3][P:4]([CH2:9][CH2:10][NH:11][C:12](=[O:34])[C:13]1[CH:18]=[CH:17][C:16]([N:19]([CH2:21][C:22]2[N:23]=[C:24]3[C:29](=[N:30][CH:31]=2)[N:28]=[C:27]([NH2:32])[N:26]=[C:25]3[NH2:33])[CH3:20])=[CH:15][CH:14]=1)(=[O:8])[O:5]CC)C.C[Si](Br)(C)C, predict the reaction product. The product is: [NH2:32][C:27]1[N:26]=[C:25]([NH2:33])[C:24]2[C:29](=[N:30][CH:31]=[C:22]([CH2:21][N:19]([CH3:20])[C:16]3[CH:15]=[CH:14][C:13]([C:12]([NH:11][CH2:10][CH2:9][P:4](=[O:3])([OH:8])[OH:5])=[O:34])=[CH:18][CH:17]=3)[N:23]=2)[N:28]=1. (5) Given the reactants Br[C:2]1[CH:23]=[CH:22][C:5]([C:6]([NH:8][S:9]([C:12]2[CH:17]=[CH:16][CH:15]=[CH:14][C:13]=2[S:18](=[O:21])(=[O:20])[NH2:19])(=[O:11])=[O:10])=[O:7])=[CH:4][CH:3]=1.[C:24]([C:26]1[CH:31]=[CH:30][CH:29]=[CH:28][C:27]=1[CH3:32])#[CH:25], predict the reaction product. The product is: [S:18]([C:13]1[CH:14]=[CH:15][CH:16]=[CH:17][C:12]=1[S:9]([NH:8][C:6](=[O:7])[C:5]1[CH:22]=[CH:23][C:2]([C:25]#[C:24][C:26]2[CH:31]=[CH:30][CH:29]=[CH:28][C:27]=2[CH3:32])=[CH:3][CH:4]=1)(=[O:11])=[O:10])(=[O:21])(=[O:20])[NH2:19]. (6) Given the reactants Cl[C:2]1[C:7]2[C:8]3[CH2:14][CH2:13][CH2:12][CH2:11][C:9]=3[Se:10][C:6]=2[N:5]=[CH:4][N:3]=1.[NH2:15][C:16]1[O:17][C:18]([C:23]2[CH:28]=[CH:27][CH:26]=[CH:25][CH:24]=2)=[CH:19][C:20]=1[C:21]#[N:22].[OH-].[Na+], predict the reaction product. The product is: [C:23]1([C:18]2[O:17][C:16]([NH:15][C:2]3[C:7]4[C:8]5[CH2:14][CH2:13][CH2:12][CH2:11][C:9]=5[Se:10][C:6]=4[N:5]=[CH:4][N:3]=3)=[C:20]([C:21]#[N:22])[CH:19]=2)[CH:24]=[CH:25][CH:26]=[CH:27][CH:28]=1. (7) Given the reactants [CH3:1][C:2]1[CH:11]=[CH:10][C:5]2[NH:6][C:7](=[O:9])[O:8][C:4]=2[CH:3]=1, predict the reaction product. The product is: [CH3:1][C:2]1[CH:11]=[CH:10][C:5]2[N:6]([CH2:2][CH2:3][CH:4]=[O:8])[C:7](=[O:9])[O:8][C:4]=2[CH:3]=1.